From a dataset of Catalyst prediction with 721,799 reactions and 888 catalyst types from USPTO. Predict which catalyst facilitates the given reaction. (1) Reactant: Cl[C:2]([O:4][CH:5]1[CH2:10][CH2:9][CH2:8][CH2:7][CH2:6]1)=[O:3].[CH3:11][C:12]1[C:17]([O:18][C:19]2[N:24]=[CH:23][N:22]=[C:21]3[N:25]([CH:28]4[CH2:33][CH2:32][NH:31][CH2:30][CH2:29]4)[N:26]=[CH:27][C:20]=23)=[CH:16][CH:15]=[CH:14][N:13]=1.C(N(C(C)C)CC)(C)C.O. Product: [CH:5]1([O:4][C:2]([N:31]2[CH2:30][CH2:29][CH:28]([N:25]3[C:21]4=[N:22][CH:23]=[N:24][C:19]([O:18][C:17]5[C:12]([CH3:11])=[N:13][CH:14]=[CH:15][CH:16]=5)=[C:20]4[CH:27]=[N:26]3)[CH2:33][CH2:32]2)=[O:3])[CH2:10][CH2:9][CH2:8][CH2:7][CH2:6]1. The catalyst class is: 112. (2) Reactant: [OH:1][C:2]1[CH:9]=[CH:8][C:5]([CH:6]=[O:7])=[C:4]([O:10][CH3:11])[CH:3]=1.[H-].[Na+].[CH2:14](Br)[CH2:15]Br.[CH3:18][N:19]1[CH2:24][CH2:23][NH:22][CH2:21][CH2:20]1. Product: [CH3:11][O:10][C:4]1[CH:3]=[C:2]([O:1][CH2:24][CH2:23][N:22]2[CH2:15][CH2:14][N:19]([CH3:18])[CH2:20][CH2:21]2)[CH:9]=[CH:8][C:5]=1[CH:6]=[O:7]. The catalyst class is: 35. (3) Reactant: [CH3:1][C:2](=[CH2:12])[CH2:3][O:4][CH2:5][C@@H:6]([NH2:11])[CH2:7][CH:8]([CH3:10])[CH3:9].[H][H].Cl. Product: [CH2:3]([O:4][CH2:5][C@@H:6]([NH2:11])[CH2:7][CH:8]([CH3:10])[CH3:9])[CH:2]([CH3:12])[CH3:1]. The catalyst class is: 29. (4) Reactant: Br[C:2]1[CH:3]=[C:4]2[C:8](=[CH:9][CH:10]=1)[NH:7][N:6]=[CH:5]2.CC1(C)C2C(=C(P(C3C=CC=CC=3)C3C=CC=CC=3)C=CC=2)OC2C(P(C3C=CC=CC=3)C3C=CC=CC=3)=CC=CC1=2.CCN(C(C)C)C(C)C.[C:62]([O:66][C:67]([N:69]1[CH2:73][CH2:72][C@@H:71]([C:74]2[CH:79]=[CH:78][C:77]([SH:80])=[CH:76][CH:75]=2)[CH2:70]1)=[O:68])([CH3:65])([CH3:64])[CH3:63].OS([O-])(=O)=O.[K+].[O-]S([O-])(=O)=O.[Na+].[Na+]. Product: [C:62]([O:66][C:67]([N:69]1[CH2:73][CH2:72][C@@H:71]([C:74]2[CH:79]=[CH:78][C:77]([S:80][C:2]3[CH:3]=[C:4]4[C:8](=[CH:9][CH:10]=3)[NH:7][N:6]=[CH:5]4)=[CH:76][CH:75]=2)[CH2:70]1)=[O:68])([CH3:65])([CH3:63])[CH3:64]. The catalyst class is: 62.